This data is from Catalyst prediction with 721,799 reactions and 888 catalyst types from USPTO. The task is: Predict which catalyst facilitates the given reaction. Reactant: [CH3:1][C:2]([CH3:36])([CH3:35])[C:3](=[O:34])[CH2:4][O:5][C:6]1[CH:11]=[CH:10][C:9]([C:12]([C:17]2[O:18][C:19]3[CH:25]=[CH:24][C:23]([C:26]([NH:28][CH2:29][C:30]([OH:32])=[O:31])=[O:27])=[CH:22][C:20]=3[CH:21]=2)([CH2:15][CH3:16])[CH2:13][CH3:14])=[CH:8][C:7]=1[CH3:33].[BH4-].[Na+]. Product: [CH2:13]([C:12]([C:17]1[O:18][C:19]2[CH:25]=[CH:24][C:23]([C:26]([NH:28][CH2:29][C:30]([OH:32])=[O:31])=[O:27])=[CH:22][C:20]=2[CH:21]=1)([C:9]1[CH:10]=[CH:11][C:6]([O:5][CH2:4][CH:3]([OH:34])[C:2]([CH3:35])([CH3:36])[CH3:1])=[C:7]([CH3:33])[CH:8]=1)[CH2:15][CH3:16])[CH3:14]. The catalyst class is: 1.